The task is: Binary Classification. Given a drug SMILES string, predict its activity (active/inactive) in a high-throughput screening assay against a specified biological target.. This data is from HIV replication inhibition screening data with 41,000+ compounds from the AIDS Antiviral Screen. (1) The compound is CN1CCN(C(=O)N=NC(=O)N2CCN(C)CC2)CC1. The result is 0 (inactive). (2) The molecule is COC(=O)C(CSc1ccc([N+](=O)[O-])cc1[N+](=O)[O-])NC(=O)CNC(=O)c1ccccc1. The result is 0 (inactive).